Dataset: hERG Central: cardiac toxicity at 1µM, 10µM, and general inhibition. Task: Predict hERG channel inhibition at various concentrations. (1) The molecule is CN1CCN(c2ccc(NC(=O)c3ccc(C(F)(F)F)cc3)cn2)CC1. Results: hERG_inhib (hERG inhibition (general)): blocker. (2) The compound is COc1ccc(C(=O)C2CCCN(Cc3ccon3)C2)c(OC)c1. Results: hERG_inhib (hERG inhibition (general)): blocker. (3) The drug is Cc1ccc(CSc2ccc3nnc(-c4ccccn4)n3n2)cc1. Results: hERG_inhib (hERG inhibition (general)): blocker. (4) The molecule is CCOP(=O)(OCC)c1nc(-c2ccc(Br)cc2)oc1N1CCCCC1. Results: hERG_inhib (hERG inhibition (general)): blocker. (5) Results: hERG_inhib (hERG inhibition (general)): blocker. The drug is COc1ccc(N2CCN(CCCNC(=S)Nc3c(C)cccc3C)CC2)cc1. (6) The drug is CS(=O)(=O)c1nc(S(=O)(=O)c2ccc(Cl)cc2)c(N2CCC3(CC2)OCCO3)s1. Results: hERG_inhib (hERG inhibition (general)): blocker.